The task is: Predict the reaction yield, written as a fraction of the theoretical maximum amount of product (1.0 means a 100% yield; for example, 0.34 means a 34% yield).. This data is from Reaction yield outcomes from USPTO patents with 853,638 reactions. The reactants are [NH2:1][C@@H:2]([C:5]([OH:7])=[O:6])[CH2:3][SH:4].[CH3:8][N:9]1[C:18]2[CH:17]=[C:16]3[S:19][C:20]([C:22]#N)=[N:21][C:15]3=[CH:14][C:13]=2[O:12][CH2:11][CH2:10]1. The catalyst is P([O-])([O-])([O-])=O.[Na+].[Na+].[Na+].CO. The product is [CH3:8][N:9]1[C:18]2[CH:17]=[C:16]3[S:19][C:20]([C:22]4[S:4][CH2:3][CH:2]([C:5]([OH:7])=[O:6])[N:1]=4)=[N:21][C:15]3=[CH:14][C:13]=2[O:12][CH2:11][CH2:10]1. The yield is 0.700.